Dataset: Full USPTO retrosynthesis dataset with 1.9M reactions from patents (1976-2016). Task: Predict the reactants needed to synthesize the given product. (1) Given the product [N:1]1[CH:2]=[CH:3][N:4]2[CH:9]=[CH:8][C:7]([NH:10][C:11]3[N:15]=[C:14]([NH2:16])[NH:13][N:12]=3)=[CH:6][C:5]=12, predict the reactants needed to synthesize it. The reactants are: [N:1]1[CH:2]=[CH:3][N:4]2[CH:9]=[CH:8][C:7]([NH:10][C:11]3[N:15]=[C:14]([N:16](CC4C=CC(OC)=CC=4)CC4C=CC(OC)=CC=4)[N:13](CC4C=CC(OC)=CC=4)[N:12]=3)=[CH:6][C:5]=12.C(O)(C(F)(F)F)=O. (2) Given the product [Cl:32][C:33]1[CH:38]=[CH:37][C:36]([N:39]2[CH2:40][CH2:41][N:42]([C:45](=[O:58])[CH2:46][N:47]3[C:51]4[CH:52]=[CH:53][C:54]([O:56][CH2:69][CH2:68][O:67][CH:62]5[CH2:63][CH2:64][CH2:65][CH2:66][O:61]5)=[CH:55][C:50]=4[O:49][C:48]3=[O:57])[CH2:43][CH2:44]2)=[CH:35][C:34]=1[O:59][CH3:60], predict the reactants needed to synthesize it. The reactants are: C1C=CC(P(C2C=CC=CC=2)C2C=CC=CC=2)=CC=1.CCOC(/N=N/C(OCC)=O)=O.[Cl:32][C:33]1[CH:38]=[CH:37][C:36]([N:39]2[CH2:44][CH2:43][N:42]([C:45](=[O:58])[CH2:46][N:47]3[C:51]4[CH:52]=[CH:53][C:54]([OH:56])=[CH:55][C:50]=4[O:49][C:48]3=[O:57])[CH2:41][CH2:40]2)=[CH:35][C:34]=1[O:59][CH3:60].[O:61]1[CH2:66][CH2:65][CH2:64][CH2:63][CH:62]1[O:67][CH2:68][CH2:69]O.